This data is from NCI-60 drug combinations with 297,098 pairs across 59 cell lines. The task is: Regression. Given two drug SMILES strings and cell line genomic features, predict the synergy score measuring deviation from expected non-interaction effect. (1) Drug 1: CC1=C(C=C(C=C1)NC2=NC=CC(=N2)N(C)C3=CC4=NN(C(=C4C=C3)C)C)S(=O)(=O)N.Cl. Cell line: HCT-15. Synergy scores: CSS=-1.10, Synergy_ZIP=4.49, Synergy_Bliss=4.28, Synergy_Loewe=1.16, Synergy_HSA=1.76. Drug 2: CC1C(C(=O)NC(C(=O)N2CCCC2C(=O)N(CC(=O)N(C(C(=O)O1)C(C)C)C)C)C(C)C)NC(=O)C3=C4C(=C(C=C3)C)OC5=C(C(=O)C(=C(C5=N4)C(=O)NC6C(OC(=O)C(N(C(=O)CN(C(=O)C7CCCN7C(=O)C(NC6=O)C(C)C)C)C)C(C)C)C)N)C. (2) Drug 1: C1=NC2=C(N=C(N=C2N1C3C(C(C(O3)CO)O)O)F)N. Drug 2: C1C(C(OC1N2C=NC(=NC2=O)N)CO)O. Cell line: A498. Synergy scores: CSS=4.07, Synergy_ZIP=0.762, Synergy_Bliss=4.72, Synergy_Loewe=-2.85, Synergy_HSA=-3.13. (3) Drug 1: CCC1(CC2CC(C3=C(CCN(C2)C1)C4=CC=CC=C4N3)(C5=C(C=C6C(=C5)C78CCN9C7C(C=CC9)(C(C(C8N6C)(C(=O)OC)O)OC(=O)C)CC)OC)C(=O)OC)O.OS(=O)(=O)O. Drug 2: C#CCC(CC1=CN=C2C(=N1)C(=NC(=N2)N)N)C3=CC=C(C=C3)C(=O)NC(CCC(=O)O)C(=O)O. Cell line: HOP-92. Synergy scores: CSS=0.303, Synergy_ZIP=2.86, Synergy_Bliss=-6.98, Synergy_Loewe=-2.10, Synergy_HSA=-5.17. (4) Drug 1: C1=CC(=CC=C1C#N)C(C2=CC=C(C=C2)C#N)N3C=NC=N3. Drug 2: CC(C)(C#N)C1=CC(=CC(=C1)CN2C=NC=N2)C(C)(C)C#N. Cell line: SK-OV-3. Synergy scores: CSS=-5.81, Synergy_ZIP=3.32, Synergy_Bliss=2.40, Synergy_Loewe=-5.08, Synergy_HSA=-5.62.